Dataset: Catalyst prediction with 721,799 reactions and 888 catalyst types from USPTO. Task: Predict which catalyst facilitates the given reaction. (1) Reactant: [CH:1](NC(C)C)(C)C.C(=O)=O.CC(C)=O.C(O[C:20](=[O:28])[NH:21][C@@H:22]([CH2:26][CH3:27])[C:23](=[O:25])[CH3:24])(C)(C)C.[Cl-].[NH4+]. Product: [CH2:26]([C@@H:22]1[NH:21][C:20](=[O:28])[CH2:1][C@@:23]1([OH:25])[CH3:24])[CH3:27]. The catalyst class is: 54. (2) Reactant: C[O:2][C:3]([C:5]1[N:6]=[C:7]([C:22]2[CH:27]=[CH:26][C:25]([C:28]([F:31])([F:30])[F:29])=[CH:24][CH:23]=2)[S:8][C:9]=1[C:10]1[CH:15]=[CH:14][C:13]([C:16]2[CH:21]=[CH:20][CH:19]=[CH:18][CH:17]=2)=[CH:12][CH:11]=1)=[O:4]. Product: [C:13]1([C:16]2[CH:17]=[CH:18][CH:19]=[CH:20][CH:21]=2)[CH:12]=[CH:11][C:10]([C:9]2[S:8][C:7]([C:22]3[CH:23]=[CH:24][C:25]([C:28]([F:29])([F:30])[F:31])=[CH:26][CH:27]=3)=[N:6][C:5]=2[C:3]([OH:4])=[O:2])=[CH:15][CH:14]=1. The catalyst class is: 1. (3) Reactant: [NH2:1][C:2]1[C:11]([C:12]#[N:13])=[C:10](Cl)[C:9]2[C:4](=[CH:5][CH:6]=[C:7]([N:15]([CH3:17])[CH3:16])[CH:8]=2)[N:3]=1.[CH2:18]([NH2:24])[C:19]1[O:23][CH:22]=[CH:21][CH:20]=1. Product: [NH2:1][C:2]1[C:11]([C:12]#[N:13])=[C:10]([NH:24][CH2:18][C:19]2[O:23][CH:22]=[CH:21][CH:20]=2)[C:9]2[C:4](=[CH:5][CH:6]=[C:7]([N:15]([CH3:17])[CH3:16])[CH:8]=2)[N:3]=1. The catalyst class is: 6. (4) Reactant: [CH3:1][N:2]1[N:6]=[N:5][C:4]([C:7]2[CH:8]=[N:9][N:10]([CH3:12])[CH:11]=2)=[N:3]1.[Cl:13]N1C(=O)CCC1=O. The catalyst class is: 10. Product: [Cl:13][C:11]1[N:10]([CH3:12])[N:9]=[CH:8][C:7]=1[C:4]1[N:5]=[N:6][N:2]([CH3:1])[N:3]=1. (5) Reactant: [NH2:1][CH:2]1[N:8]=[C:7]([CH2:9][CH3:10])[C:6]2[CH:11]=[CH:12][CH:13]=[C:14]([CH3:15])[C:5]=2[N:4]([CH2:16][C:17]([N:19]2[CH2:25][CH:24]3[CH2:26][CH2:27][CH:21]([CH2:22][CH2:23]3)[CH2:20]2)=[O:18])[C:3]1=[O:28].[CH3:29][C:30]1[CH:31]=[C:32]([N:36]=[C:37]=[O:38])[CH:33]=[CH:34][CH:35]=1. Product: [CH:21]12[CH2:22][CH2:23][CH:24]([CH2:26][CH2:27]1)[CH2:25][N:19]([C:17]([CH2:16][N:4]1[C:5]3[C:14]([CH3:15])=[CH:13][CH:12]=[CH:11][C:6]=3[C:7]([CH2:9][CH3:10])=[N:8][CH:2]([NH:1][C:37]([NH:36][C:32]3[CH:33]=[CH:34][CH:35]=[C:30]([CH3:29])[CH:31]=3)=[O:38])[C:3]1=[O:28])=[O:18])[CH2:20]2. The catalyst class is: 7. (6) Reactant: Cl[C:2]1[C:11]2[C:6](=[CH:7][CH:8]=[C:9]([I:12])[CH:10]=2)[N:5]=[CH:4][N:3]=1.[NH3:13]. Product: [I:12][C:9]1[CH:10]=[C:11]2[C:6](=[CH:7][CH:8]=1)[N:5]=[CH:4][N:3]=[C:2]2[NH2:13]. The catalyst class is: 5. (7) Reactant: [Cl:1][C:2]1[CH:3]=[CH:4][C:5]([C:8]([NH:10][C:11]2[CH:16]=[CH:15][C:14]([F:17])=[C:13]([CH2:18][OH:19])[CH:12]=2)=[O:9])=[N:6][CH:7]=1.C1C=C[NH+]=CC=1.[O-][Cr](Cl)(=O)=O. Product: [Cl:1][C:2]1[CH:3]=[CH:4][C:5]([C:8]([NH:10][C:11]2[CH:16]=[CH:15][C:14]([F:17])=[C:13]([CH:18]=[O:19])[CH:12]=2)=[O:9])=[N:6][CH:7]=1. The catalyst class is: 2.